From a dataset of Full USPTO retrosynthesis dataset with 1.9M reactions from patents (1976-2016). Predict the reactants needed to synthesize the given product. (1) The reactants are: Cl[C:2]1[CH:3]=[CH:4][C:5]2[N:6]([C:8]([CH:11]([C:13]3[CH:14]=[C:15]4[C:20](=[CH:21][CH:22]=3)[N:19]=[CH:18][CH:17]=[CH:16]4)[OH:12])=[CH:9][N:10]=2)[N:7]=1.[F-].[K+].[CH2:25]([NH2:29])[CH:26]([CH3:28])[CH3:27]. Given the product [CH2:25]([NH:29][C:2]1[CH:3]=[CH:4][C:5]2[N:6]([C:8]([CH:11]([C:13]3[CH:14]=[C:15]4[C:20](=[CH:21][CH:22]=3)[N:19]=[CH:18][CH:17]=[CH:16]4)[OH:12])=[CH:9][N:10]=2)[N:7]=1)[CH:26]([CH3:28])[CH3:27], predict the reactants needed to synthesize it. (2) Given the product [O-:7][C:1]1[CH:6]=[CH:5][CH:4]=[CH:3][CH:2]=1.[Na+:9].[O-:7][C:1]1[CH:6]=[CH:5][CH:4]=[CH:3][CH:2]=1.[K+:11], predict the reactants needed to synthesize it. The reactants are: [C:1]1([OH:7])[CH:6]=[CH:5][CH:4]=[CH:3][CH:2]=1.[OH-].[Na+:9].[OH-].[K+:11].[Mg+2].[Cl-].[Cl-]. (3) Given the product [CH2:49]([N:54]1[C:12](=[O:13])[C:11]2[S:14][CH:15]=[C:16]([C:17]3[CH:22]=[CH:21][CH:20]=[CH:19][CH:18]=3)[C:10]=2[N:9]=[CH:8]1)[C:50]([CH3:53])([CH3:52])[CH3:51], predict the reactants needed to synthesize it. The reactants are: C1(N2[C:12](=[O:13])[C:11]3[S:14][CH:15]=[C:16]([C:17]4[CH:22]=[CH:21][CH:20]=[CH:19][CH:18]=4)[C:10]=3[N:9]=[CH:8]2)C=CC=CC=1.NC1C(C2C=CC=CC=2)=CSC=1C(OC)=O.C(OCC)(OCC)OCC.[CH2:49]([NH2:54])[C:50]([CH3:53])([CH3:52])[CH3:51]. (4) Given the product [CH3:1][C:2]1([CH3:28])[O:7][C:6]2[CH:8]=[CH:9][C:10]([C@H:12]3[O:16][C:15](=[O:17])[N:14]([CH2:18][CH2:19][CH2:20][CH2:21][CH2:22][CH2:23][O:24][CH2:25][CH2:26][O:27][CH2:37][C:36]4[CH:39]=[CH:40][CH:41]=[C:34]([N+:31]([O-:33])=[O:32])[CH:35]=4)[CH2:13]3)=[CH:11][C:5]=2[CH2:4][O:3]1, predict the reactants needed to synthesize it. The reactants are: [CH3:1][C:2]1([CH3:28])[O:7][C:6]2[CH:8]=[CH:9][C:10]([C@H:12]3[O:16][C:15](=[O:17])[N:14]([CH2:18][CH2:19][CH2:20][CH2:21][CH2:22][CH2:23][O:24][CH2:25][CH2:26][OH:27])[CH2:13]3)=[CH:11][C:5]=2[CH2:4][O:3]1.[H-].[Na+].[N+:31]([C:34]1[CH:35]=[C:36]([CH:39]=[CH:40][CH:41]=1)[CH2:37]Br)([O-:33])=[O:32].P([O-])([O-])([O-])=O. (5) The reactants are: [NH2:1][C:2]1[N:3]=[CH:4][C:5]([C:8]2[C:9]([F:19])=[C:10]([OH:18])[C:11]([CH:14]3[CH2:17][CH2:16][CH2:15]3)=[CH:12][CH:13]=2)=[N:6][CH:7]=1.Br[CH2:21][C:22]1[CH:27]=[CH:26][CH:25]=[C:24]([Cl:28])[CH:23]=1. Given the product [Cl:28][C:24]1[CH:23]=[C:22]([CH:27]=[CH:26][CH:25]=1)[CH2:21][O:18][C:10]1[C:9]([F:19])=[C:8]([C:5]2[N:6]=[CH:7][C:2]([NH2:1])=[N:3][CH:4]=2)[CH:13]=[CH:12][C:11]=1[CH:14]1[CH2:15][CH2:16][CH2:17]1, predict the reactants needed to synthesize it. (6) The reactants are: Br[C:2]1[CH:3]=[C:4]([C@@:9]([NH:31][S@@:32]([C:34]([CH3:37])([CH3:36])[CH3:35])=[O:33])([C:17]2[CH:22]=[C:21]([O:23][C:24]([F:29])([F:28])[CH:25]([F:27])[F:26])[CH:20]=[C:19]([F:30])[CH:18]=2)[CH2:10][C:11]2[CH:16]=[CH:15][CH:14]=[CH:13][CH:12]=2)[CH:5]=[CH:6][C:7]=1[F:8].[CH2:38]=[CH:39][C:40]1[CH:45]=[CH:44][CH:43]=[CH:42][CH:41]=1.C([O-])([O-])=O.[K+].[K+]. Given the product [F:8][C:7]1[CH:6]=[CH:5][C:4]([C@@:9]([NH:31][S@@:32]([C:34]([CH3:37])([CH3:36])[CH3:35])=[O:33])([C:17]2[CH:22]=[C:21]([O:23][C:24]([F:29])([F:28])[CH:25]([F:27])[F:26])[CH:20]=[C:19]([F:30])[CH:18]=2)[CH2:10][C:11]2[CH:16]=[CH:15][CH:14]=[CH:13][CH:12]=2)=[CH:3][C:2]=1[CH:38]=[CH:39][C:40]1[CH:45]=[CH:44][CH:43]=[CH:42][CH:41]=1, predict the reactants needed to synthesize it.